From a dataset of NCI-60 drug combinations with 297,098 pairs across 59 cell lines. Regression. Given two drug SMILES strings and cell line genomic features, predict the synergy score measuring deviation from expected non-interaction effect. (1) Drug 1: C1=CC(=CC=C1CCC2=CNC3=C2C(=O)NC(=N3)N)C(=O)NC(CCC(=O)O)C(=O)O. Drug 2: C1C(C(OC1N2C=C(C(=O)NC2=O)F)CO)O. Cell line: CCRF-CEM. Synergy scores: CSS=77.5, Synergy_ZIP=-1.66, Synergy_Bliss=-2.68, Synergy_Loewe=1.90, Synergy_HSA=3.90. (2) Drug 1: COC1=CC(=CC(=C1O)OC)C2C3C(COC3=O)C(C4=CC5=C(C=C24)OCO5)OC6C(C(C7C(O6)COC(O7)C8=CC=CS8)O)O. Drug 2: CN(CC1=CN=C2C(=N1)C(=NC(=N2)N)N)C3=CC=C(C=C3)C(=O)NC(CCC(=O)O)C(=O)O. Cell line: SK-MEL-2. Synergy scores: CSS=24.1, Synergy_ZIP=-2.11, Synergy_Bliss=0.0466, Synergy_Loewe=-9.51, Synergy_HSA=0.304.